From a dataset of Full USPTO retrosynthesis dataset with 1.9M reactions from patents (1976-2016). Predict the reactants needed to synthesize the given product. (1) Given the product [Cl:15][C:16]1[N:21]=[C:20]([O:14][CH2:11][CH2:12][CH3:13])[C:19]([C:23]([NH:25][CH:26]2[CH:33]3[CH2:34][CH:29]4[CH2:30][C:31]([OH:36])([CH2:35][CH:27]2[CH2:28]4)[CH2:32]3)=[O:24])=[CH:18][N:17]=1, predict the reactants needed to synthesize it. The reactants are: C[Si]([N-][Si](C)(C)C)(C)C.[Na+].[CH2:11]([OH:14])[CH2:12][CH3:13].[Cl:15][C:16]1[N:21]=[C:20](Cl)[C:19]([C:23]([NH:25][CH:26]2[CH:33]3[CH2:34][CH:29]4[CH2:30][C:31]([OH:36])([CH2:35][CH:27]2[CH2:28]4)[CH2:32]3)=[O:24])=[CH:18][N:17]=1. (2) Given the product [Br:1][C:2]1[C:3](=[O:25])[N:4]([CH2:17][C:18]2[CH:23]=[CH:22][CH:21]=[C:20]([F:24])[CH:19]=2)[C:5]([CH3:16])=[CH:6][C:7]=1[CH2:8][CH2:9][C:10]1[CH:15]=[CH:14][CH:13]=[CH:12][CH:11]=1, predict the reactants needed to synthesize it. The reactants are: [Br:1][C:2]1[C:3](=[O:25])[N:4]([CH2:17][C:18]2[CH:23]=[CH:22][CH:21]=[C:20]([F:24])[CH:19]=2)[C:5]([CH3:16])=[CH:6][C:7]=1[C:8]#[C:9][C:10]1[CH:15]=[CH:14][CH:13]=[CH:12][CH:11]=1.[H][H]. (3) Given the product [Cl:1][C:2]1[CH:7]=[CH:6][CH:5]=[CH:4][C:3]=1[N:8]1[C:11]([C:12]2[CH:17]=[CH:16][N:15]=[CH:14][CH:13]=2)=[N:19][N:20]=[C:9]1[SH:10], predict the reactants needed to synthesize it. The reactants are: [Cl:1][C:2]1[CH:7]=[CH:6][CH:5]=[CH:4][C:3]=1[N:8]=[C:9]=[S:10].[C:11]([NH:19][NH2:20])(=O)[C:12]1[CH:17]=[CH:16][N:15]=[CH:14][CH:13]=1. (4) Given the product [Cl:11][C:7]1[N:8]=[CH:9][C:10]2[CH2:2][C:3](=[O:17])[N:4]([CH:12]([CH2:15][CH3:16])[CH2:13][CH3:14])[C:5]=2[N:6]=1, predict the reactants needed to synthesize it. The reactants are: Br[C:2]1(Br)[C:10]2[CH:9]=[N:8][C:7]([Cl:11])=[N:6][C:5]=2[N:4]([CH:12]([CH2:15][CH3:16])[CH2:13][CH3:14])[C:3]1=[O:17]. (5) Given the product [CH2:1]([O:19][C:17]1[CH:16]=[CH:15][C:13]2[N:14]=[C:10]([Cl:9])[S:11][C:12]=2[CH:18]=1)[C:2]1[CH:7]=[CH:6][CH:5]=[CH:4][CH:3]=1, predict the reactants needed to synthesize it. The reactants are: [CH2:1](Br)[C:2]1[CH:7]=[CH:6][CH:5]=[CH:4][CH:3]=1.[Cl:9][C:10]1[S:11][C:12]2[CH:18]=[C:17]([OH:19])[CH:16]=[CH:15][C:13]=2[N:14]=1.C(=O)([O-])[O-].[Cs+].[Cs+]. (6) The reactants are: Br[C:2]1[C:11]([N:12]([CH:14]2[CH2:18][CH2:17][CH2:16][CH2:15]2)[CH3:13])=[CH:10][CH:9]=[CH:8][C:3]=1[C:4]([O:6][CH3:7])=[O:5].[CH3:19][C:20]1(C)C(C)(C)OB(C=C)O1.C([O-])([O-])=O.[Na+].[Na+]. Given the product [CH:14]1([N:12]([CH3:13])[C:11]2[C:2]([CH:19]=[CH2:20])=[C:3]([CH:8]=[CH:9][CH:10]=2)[C:4]([O:6][CH3:7])=[O:5])[CH2:18][CH2:17][CH2:16][CH2:15]1, predict the reactants needed to synthesize it. (7) Given the product [NH:58]([C@H:57]([C:51]1[CH:52]=[CH:53][C:54]([Br:56])=[CH:55][C:50]=1[O:49][CH2:42][C:43]1[CH:48]=[CH:47][CH:46]=[CH:45][CH:44]=1)[C@@H:15]([CH2:16][CH2:17][C@@H:18]([C:20]1[CH:25]=[CH:24][C:23]([F:26])=[CH:22][CH:21]=1)[OH:19])[C:14]([N:9]1[C@@H:8]([CH2:1][C:2]2[CH:3]=[CH:4][CH:5]=[CH:6][CH:7]=2)[CH2:12][O:11][C:10]1=[O:13])=[O:27])[C:59]1[CH:60]=[CH:61][CH:62]=[CH:63][CH:64]=1, predict the reactants needed to synthesize it. The reactants are: [CH2:1]([C@H:8]1[CH2:12][O:11][C:10](=[O:13])[N:9]1[C:14](=[O:27])[CH2:15][CH2:16][CH2:17][C@@H:18]([C:20]1[CH:25]=[CH:24][C:23]([F:26])=[CH:22][CH:21]=1)[OH:19])[C:2]1[CH:7]=[CH:6][CH:5]=[CH:4][CH:3]=1.C(N(C(C)C)C(C)C)C.C[Si](C)(C)Cl.[CH2:42]([O:49][C:50]1[CH:55]=[C:54]([Br:56])[CH:53]=[CH:52][C:51]=1/[CH:57]=[N:58]/[C:59]1[CH:64]=[CH:63][CH:62]=[CH:61][CH:60]=1)[C:43]1[CH:48]=[CH:47][CH:46]=[CH:45][CH:44]=1.C(O)(=O)C. (8) Given the product [CH3:1][C:2]([CH3:22])([CH3:21])[CH2:3][CH2:4][C:5]1([C:17]([O:19][CH3:20])=[O:18])[C:14]2[C:9](=[CH:10][CH:11]=[CH:12][CH:13]=2)[C:8](=[O:24])[CH:7]=[C:6]1[O:15][CH3:16], predict the reactants needed to synthesize it. The reactants are: [CH3:1][C:2]([CH3:22])([CH3:21])[CH2:3][CH2:4][C:5]1([C:17]([O:19][CH3:20])=[O:18])[C:14]2[C:9](=[CH:10][CH:11]=[CH:12][CH:13]=2)[CH2:8][CH:7]=[C:6]1[O:15][CH3:16].[Cr](O[Cr]([O-])(=O)=O)([O-])(=O)=[O:24].[NH+]1C=CC=CC=1.[NH+]1C=CC=CC=1.C(OO)(C)(C)C.O. (9) The reactants are: [CH3:1][N:2]([CH2:6][CH2:7]Cl)[CH2:3][CH2:4]Cl.Cl.[CH3:10][O:11][C:12]1[CH:17]=[CH:16][C:15]([CH2:18][C:19]#[N:20])=[CH:14][CH:13]=1.[H-].[Na+]. Given the product [CH3:1][N:2]1[CH2:6][CH2:7][C:18]([C:15]2[CH:16]=[CH:17][C:12]([O:11][CH3:10])=[CH:13][CH:14]=2)([C:19]#[N:20])[CH2:4][CH2:3]1, predict the reactants needed to synthesize it.